From a dataset of CYP3A4 inhibition data for predicting drug metabolism from PubChem BioAssay. Regression/Classification. Given a drug SMILES string, predict its absorption, distribution, metabolism, or excretion properties. Task type varies by dataset: regression for continuous measurements (e.g., permeability, clearance, half-life) or binary classification for categorical outcomes (e.g., BBB penetration, CYP inhibition). Dataset: cyp3a4_veith. (1) The result is 0 (non-inhibitor). The drug is COc1ccc(C(=O)NC2CC3CCCC(C2)N3CC(C)C)cc1OC. (2) The drug is Nc1ccn([C@@H]2O[C@H](COC(=O)C34CC5CC(CC(C5)C3)C4)[C@@H](O)[C@@H]2O)c(=O)n1. The result is 0 (non-inhibitor). (3) The molecule is O=S(=O)(CC(O)COc1ccccc1Cl)c1ccccc1. The result is 0 (non-inhibitor). (4) The drug is COc1ccc(CNC(=O)C2CC(c3ccc(OC)cc3)=NO2)cc1. The result is 0 (non-inhibitor). (5) The molecule is CC(C)(c1ccc(OC[C@@H]2CO2)cc1)c1ccc(OC[C@H]2CO2)cc1. The result is 0 (non-inhibitor). (6) The molecule is COc1ccc(CC(=S)N2CCOCC2)cc1OC. The result is 0 (non-inhibitor).